This data is from Forward reaction prediction with 1.9M reactions from USPTO patents (1976-2016). The task is: Predict the product of the given reaction. (1) Given the reactants [O:1]=[C:2]1[C:10]2[C:5](=[CH:6][CH:7]=[CH:8][CH:9]=2)[CH:4]([CH2:11][C:12]([OH:14])=[O:13])[NH:3]1.[H-].[Na+].[CH2:17](Br)[C:18]1[CH:23]=[CH:22][CH:21]=[CH:20][CH:19]=1, predict the reaction product. The product is: [CH2:17]([O:13][C:12](=[O:14])[CH2:11][CH:4]1[C:5]2[C:10](=[CH:9][CH:8]=[CH:7][CH:6]=2)[C:2](=[O:1])[N:3]1[CH2:4][C:5]1[CH:10]=[CH:9][CH:8]=[CH:7][CH:6]=1)[C:18]1[CH:23]=[CH:22][CH:21]=[CH:20][CH:19]=1. (2) Given the reactants [H-].[Na+].[CH3:3][C:4]1([CH3:20])[O:9][C:8]2[CH:10]=[CH:11][C:12]([C@H:14]3[O:18][C:17](=[O:19])[NH:16][CH2:15]3)=[CH:13][C:7]=2[CH2:6][O:5]1.Br[CH2:22][CH2:23][CH2:24][CH2:25][CH2:26][CH2:27][O:28][CH2:29][C:30]([C:33]1[CH:38]=[CH:37][CH:36]=[CH:35][CH:34]=1)([F:32])[F:31].Cl, predict the reaction product. The product is: [F:31][C:30]([F:32])([C:33]1[CH:34]=[CH:35][CH:36]=[CH:37][CH:38]=1)[CH2:29][O:28][CH2:27][CH2:26][CH2:25][CH2:24][CH2:23][CH2:22][N:16]1[CH2:15][C@@H:14]([C:12]2[CH:11]=[CH:10][C:8]3[O:9][C:4]([CH3:20])([CH3:3])[O:5][CH2:6][C:7]=3[CH:13]=2)[O:18][C:17]1=[O:19]. (3) Given the reactants Cl.[NH:2]([C:4]([C@H:6]1[CH2:11][CH2:10][C@H:9]([C:12]([O:14][CH3:15])=[O:13])[CH2:8][CH2:7]1)=[O:5])[NH2:3].C(N(CC)CC)C.C1C[O:26][CH2:25]C1.C(N1C=CN=C1)(N1C=CN=C1)=O, predict the reaction product. The product is: [O:26]=[C:25]1[O:5][C:4]([C@H:6]2[CH2:7][CH2:8][C@H:9]([C:12]([O:14][CH3:15])=[O:13])[CH2:10][CH2:11]2)=[N:2][NH:3]1.